Dataset: Forward reaction prediction with 1.9M reactions from USPTO patents (1976-2016). Task: Predict the product of the given reaction. Given the reactants Br[C:2]1[CH:3]=[C:4]2[C:8](=[CH:9][CH:10]=1)[C:7](=[O:11])[CH2:6][CH2:5]2.C(N(CC)CC)C.[CH2:19]([OH:22])[C:20]#[CH:21], predict the reaction product. The product is: [OH:22][CH2:19][C:20]#[C:21][C:2]1[CH:3]=[C:4]2[C:8](=[CH:9][CH:10]=1)[C:7](=[O:11])[CH2:6][CH2:5]2.